From a dataset of Reaction yield outcomes from USPTO patents with 853,638 reactions. Predict the reaction yield, written as a fraction of the theoretical maximum amount of product (1.0 means a 100% yield; for example, 0.34 means a 34% yield). (1) The reactants are [CH:1]([C:3]1[CH:8]=[CH:7][CH:6]=[C:5]([C:9]2[CH:14]=[CH:13][CH:12]=[C:11]([C:15]([O:17][CH3:18])=[O:16])[CH:10]=2)[C:4]=1[C:19]([O:21][CH3:22])=[O:20])=[CH2:2].[C:23]([OH:26])(=[S:25])[CH3:24].CC(N=NC(C#N)(C)C)(C#N)C. The catalyst is C1C=CC=CC=1. The product is [C:23]([S:25][CH2:2][CH2:1][C:3]1[CH:8]=[CH:7][CH:6]=[C:5]([C:9]2[CH:14]=[CH:13][CH:12]=[C:11]([C:15]([O:17][CH3:18])=[O:16])[CH:10]=2)[C:4]=1[C:19]([O:21][CH3:22])=[O:20])(=[O:26])[CH3:24]. The yield is 0.480. (2) The reactants are [C:1]([C:3]1[C:4]([CH2:14][CH:15]2[CH2:18][CH2:17][CH2:16]2)=[CH:5][C:6]([CH3:13])=[C:7]([CH:12]=1)[C:8]([O:10][CH3:11])=[O:9])#[N:2].C1COCC1.P(OCC)(OCC)([S-])=[S:25]. The catalyst is O. The product is [C:1]([C:3]1[C:4]([CH2:14][CH:15]2[CH2:16][CH2:17][CH2:18]2)=[CH:5][C:6]([CH3:13])=[C:7]([CH:12]=1)[C:8]([O:10][CH3:11])=[O:9])(=[S:25])[NH2:2]. The yield is 0.210. (3) The reactants are [C:1]([CH:3]1[CH:7]([OH:8])[CH2:6][N:5]([C:9]([O:11][CH2:12][C:13]2[CH:18]=[CH:17][CH:16]=[CH:15][CH:14]=2)=[O:10])[CH2:4]1)#[N:2].[CH3:19][C:20]([O:23][C:24](O[C:24]([O:23][C:20]([CH3:22])([CH3:21])[CH3:19])=[O:25])=[O:25])([CH3:22])[CH3:21]. The catalyst is CN(C1C=CN=CC=1)C.C(Cl)Cl. The product is [C:20]([O:23][C:24]([O:8][CH:7]1[CH:3]([C:1]#[N:2])[CH2:4][N:5]([C:9]([O:11][CH2:12][C:13]2[CH:18]=[CH:17][CH:16]=[CH:15][CH:14]=2)=[O:10])[CH2:6]1)=[O:25])([CH3:22])([CH3:21])[CH3:19]. The yield is 0.840. (4) The catalyst is CO. The yield is 0.833. The product is [CH:3]1([N:5]2[CH2:11][CH2:10][C:9]3[CH:12]=[CH:13][C:14]([CH2:16][NH:17][C:18](=[O:24])[O:19][C:20]([CH3:23])([CH3:22])[CH3:21])=[CH:15][C:8]=3[CH2:7][CH2:6]2)[CH2:30][CH2:29][CH2:2]1. The reactants are F[C:2](F)(F)[C:3]([N:5]1[CH2:11][CH2:10][C:9]2[CH:12]=[CH:13][C:14]([CH2:16][NH:17][C:18](=[O:24])[O:19][C:20]([CH3:23])([CH3:22])[CH3:21])=[CH:15][C:8]=2[CH2:7][CH2:6]1)=O.[OH-].[Na+].[CH3:29][C:30](O)=O.C1(=O)CCC1.[BH-](OC(C)=O)(OC(C)=O)OC(C)=O.[Na+]. (5) The reactants are [C:1]([N:4]1[CH2:19][CH2:18][CH2:17][C:5]21[C:8](=[O:9])[N:7]([C@@H:10]([C@H:14]([OH:16])[CH3:15])[C:11]([OH:13])=O)[CH2:6]2)(=[O:3])[CH3:2].CCN(C(C)C)C(C)C.[N:29]1[CH:34]=[CH:33][CH:32]=[N:31][C:30]=1[CH2:35][NH2:36].CCN=C=NCCCN(C)C.C1C=CC2N(O)N=NC=2C=1. The catalyst is C(Cl)Cl. The product is [C:1]([N:4]1[CH2:19][CH2:18][CH2:17][C:5]21[C:8](=[O:9])[N:7]([C@@H:10]([C@H:14]([OH:16])[CH3:15])[C:11]([NH:36][CH2:35][C:30]1[N:31]=[CH:32][CH:33]=[CH:34][N:29]=1)=[O:13])[CH2:6]2)(=[O:3])[CH3:2]. The yield is 0.107.